The task is: Predict which catalyst facilitates the given reaction.. This data is from Catalyst prediction with 721,799 reactions and 888 catalyst types from USPTO. Reactant: F[C:2]1[CH:7]=[C:6]([C:8]2[CH:9]=[N:10][CH:11]=[CH:12][C:13]=2[O:14][C:15]2[CH:20]=[CH:19][C:18]([NH:21][C:22]3[C:31]4[C:26](=[CH:27][CH:28]=[CH:29][CH:30]=4)[C:25]([C:32]4[CH:37]=[CH:36][CH:35]=[CH:34][CH:33]=4)=[N:24][N:23]=3)=[CH:17][CH:16]=2)[CH:5]=[CH:4][N:3]=1.C(=O)([O-])[O-].[K+].[K+].[CH3:44][NH2:45]. Product: [CH3:44][NH:45][C:2]1[CH:7]=[C:6]([C:8]2[CH:9]=[N:10][CH:11]=[CH:12][C:13]=2[O:14][C:15]2[CH:20]=[CH:19][C:18]([NH:21][C:22]3[C:31]4[C:26](=[CH:27][CH:28]=[CH:29][CH:30]=4)[C:25]([C:32]4[CH:37]=[CH:36][CH:35]=[CH:34][CH:33]=4)=[N:24][N:23]=3)=[CH:17][CH:16]=2)[CH:5]=[CH:4][N:3]=1. The catalyst class is: 1.